Dataset: Reaction yield outcomes from USPTO patents with 853,638 reactions. Task: Predict the reaction yield, written as a fraction of the theoretical maximum amount of product (1.0 means a 100% yield; for example, 0.34 means a 34% yield). (1) The reactants are [CH3:1][C:2]([O:4][C@H:5]1[C:14]2[C@@:15]3([CH3:30])[C@@H:26]([CH2:27][O:28][CH3:29])[O:25][C:23](=[O:24])[C:17]4=[CH:18][O:19][C:20]([C:21](=[O:22])[C:13]=2[C@@H:8]2[CH2:9][CH2:10][C@H:11]([OH:12])[C@@:7]2([CH3:31])[CH2:6]1)=[C:16]34)=[O:3].[NH2:32][C:33]1[CH:38]=[CH:37][CH:36]=[CH:35][CH:34]=1. The catalyst is C(Cl)Cl. The product is [C:2]([O:4][C@H:5]1[C:14]2[C@:15]3([CH3:30])[C:16](/[C:17](=[CH:18]\[NH:32][C:33]4[CH:38]=[CH:37][CH:36]=[CH:35][CH:34]=4)/[C:23](=[O:24])[O:25][C@@H:26]3[CH2:27][O:28][CH3:29])=[C:20]([OH:19])[C:21](=[O:22])[C:13]=2[C@H:8]2[C@@:7]([CH3:31])([C@@H:11]([OH:12])[CH2:10][CH2:9]2)[CH2:6]1)(=[O:3])[CH3:1]. The yield is 0.428. (2) The reactants are [Br:1][C:2]1[CH:3]=[C:4]([C:11]([OH:13])=O)[CH:5]=[C:6]([CH:10]=1)[C:7]([OH:9])=O.S(Cl)(Cl)=O.[Br:18][C:19]1[CH:25]=[CH:24][CH:23]=[CH:22][C:20]=1[NH2:21]. The catalyst is CN(C=O)C.C(N(CC)CC)C. The product is [Br:1][C:2]1[CH:10]=[C:6]([C:7]([NH:21][C:20]2[CH:22]=[CH:23][CH:24]=[CH:25][C:19]=2[Br:18])=[O:9])[CH:5]=[C:4]([CH:3]=1)[C:11]([NH:21][C:20]1[CH:22]=[CH:23][CH:24]=[CH:25][C:19]=1[Br:18])=[O:13]. The yield is 0.900. (3) The reactants are [S:1]1[CH:5]=[CH:4][CH:3]=[C:2]1[C:6]1[N:11]2[N:12]=[N:13][N:14]=[C:10]2[C:9]([N:15]2[CH2:20][CH2:19][N:18](C(OC(C)(C)C)=O)[CH2:17][CH2:16]2)=[N:8][CH:7]=1.C1COCC1.[ClH:33]. The product is [ClH:33].[N:15]1([C:9]2[C:10]3[N:11]([N:12]=[N:13][N:14]=3)[C:6]([C:2]3[S:1][CH:5]=[CH:4][CH:3]=3)=[CH:7][N:8]=2)[CH2:16][CH2:17][NH:18][CH2:19][CH2:20]1. The yield is 0.790. The catalyst is CO.C(Cl)Cl. (4) The reactants are Br[C:2]1[CH:11]=[C:10]2[C:5]([CH:6]=[CH:7][C:8]([C@H:12]([O:14][C:15](=[O:17])[CH3:16])[CH3:13])=[N:9]2)=[CH:4][CH:3]=1.[C:18]([Si:22]([CH3:34])([CH3:33])[O:23][CH:24]([C:26]([CH3:32])([CH:30]=[CH2:31])[C:27]([OH:29])=[O:28])[CH3:25])([CH3:21])([CH3:20])[CH3:19].C1(C)C=CC=CC=1P(C1C=CC=CC=1C)C1C=CC=CC=1C.C1(CNCC2CCCCC2)CCCCC1. The catalyst is O1CCOCC1.C([O-])(=O)C.[Pd+2].C([O-])(=O)C. The product is [C:15]([O:14][C@@H:12]([C:8]1[CH:7]=[CH:6][C:5]2[C:10](=[CH:11][C:2](/[CH:31]=[CH:30]/[C:26]([CH:24]([O:23][Si:22]([C:18]([CH3:19])([CH3:21])[CH3:20])([CH3:33])[CH3:34])[CH3:25])([CH3:32])[C:27]([OH:29])=[O:28])=[CH:3][CH:4]=2)[N:9]=1)[CH3:13])(=[O:17])[CH3:16]. The yield is 0.280. (5) The reactants are [CH2:1]([O:3][C:4]1[CH:9]=[CH:8][C:7]([C:10]2[O:14][N:13]=[C:12]([C:15]3[CH:16]=[CH:17][C:18]4[O:22][C:21]([C:23]5([NH:31]C(=O)OC(C)(C)C)[CH2:28][O:27]C(C)(C)[O:25][CH2:24]5)=[CH:20][C:19]=4[CH:39]=3)[N:11]=2)=[CH:6][CH:5]=1)[CH3:2].ClC1C=C(C2ON=C(C3C=CC4OC(C5(NC(=O)OC(C)(C)C)COC(C)(C)OC5)=CC=4C=3)N=2)C=CC=1OCCC. No catalyst specified. The product is [NH2:31][C:23]([C:21]1[O:22][C:18]2[CH:17]=[CH:16][C:15]([C:12]3[N:11]=[C:10]([C:7]4[CH:6]=[CH:5][C:4]([O:3][CH2:1][CH3:2])=[CH:9][CH:8]=4)[O:14][N:13]=3)=[CH:39][C:19]=2[CH:20]=1)([CH2:28][OH:27])[CH2:24][OH:25]. The yield is 0.320. (6) The reactants are [CH3:1]C(C)([O-])C.[K+].[C:7]([C:11]1[CH:12]=[C:13]([CH:16]=[C:17]([C:19]([CH3:22])([CH3:21])[CH3:20])[CH:18]=1)[CH:14]=O)([CH3:10])([CH3:9])[CH3:8].CC(C)=O. The catalyst is [Br-].C[P+](C1C=CC=CC=1)(C1C=CC=CC=1)C1C=CC=CC=1.O1CCCC1. The product is [C:7]([C:11]1[CH:12]=[C:13]([CH:16]=[C:17]([C:19]([CH3:22])([CH3:21])[CH3:20])[CH:18]=1)[CH:14]=[CH2:1])([CH3:10])([CH3:9])[CH3:8]. The yield is 0.930. (7) The reactants are BrCCBr.C=C.Cl[Si](C)(C)C.Br[C:13]1[S:14][CH:15]=[CH:16][N:17]=1.Br[C:19]1[CH:20]=[C:21]2[C:25](=[CH:26][CH:27]=1)[CH:24]([O:28][Si:29]([C:32]([CH3:35])([CH3:34])[CH3:33])([CH3:31])[CH3:30])[CH2:23][CH2:22]2. The catalyst is O1CCCC1.[Zn].C1C=CC([P]([Pd]([P](C2C=CC=CC=2)(C2C=CC=CC=2)C2C=CC=CC=2)([P](C2C=CC=CC=2)(C2C=CC=CC=2)C2C=CC=CC=2)[P](C2C=CC=CC=2)(C2C=CC=CC=2)C2C=CC=CC=2)(C2C=CC=CC=2)C2C=CC=CC=2)=CC=1. The product is [Si:29]([O:28][CH:24]1[C:25]2[C:21](=[CH:20][C:19]([C:13]3[S:14][CH:15]=[CH:16][N:17]=3)=[CH:27][CH:26]=2)[CH2:22][CH2:23]1)([C:32]([CH3:35])([CH3:34])[CH3:33])([CH3:31])[CH3:30]. The yield is 0.790. (8) The reactants are [Cl:1][C:2]1[CH:7]=[CH:6][CH:5]=[CH:4][C:3]=1[N:8]1[C:12]([NH:13][C:14]2[N:24]=[CH:23][CH:22]=[CH:21][C:15]=2[C:16]([O:18]CC)=[O:17])=[CH:11][C:10]([C:25]2[CH:30]=[CH:29][C:28]([F:31])=[CH:27][CH:26]=2)=[N:9]1.O.[OH-].[Li+].Cl. The catalyst is C(O)C.C1COCC1.O. The product is [Cl:1][C:2]1[CH:7]=[CH:6][CH:5]=[CH:4][C:3]=1[N:8]1[C:12]([NH:13][C:14]2[N:24]=[CH:23][CH:22]=[CH:21][C:15]=2[C:16]([OH:18])=[O:17])=[CH:11][C:10]([C:25]2[CH:26]=[CH:27][C:28]([F:31])=[CH:29][CH:30]=2)=[N:9]1. The yield is 0.990. (9) The reactants are [CH2:1]([O:3][C:4](=[O:23])[CH2:5][NH:6][C:7]([C:9]1[C:10](=[O:22])[S:11][C:12]2[C:17]([C:18]=1[OH:19])=[CH:16][C:15]([Cl:20])=[CH:14][C:13]=2Br)=[O:8])[CH3:2].[CH3:24][Sn](C)(C)C. The catalyst is CN(C)C=O.C(OCC)(=O)C. The product is [CH2:1]([O:3][C:4](=[O:23])[CH2:5][NH:6][C:7]([C:9]1[C:10](=[O:22])[S:11][C:12]2[C:17]([C:18]=1[OH:19])=[CH:16][C:15]([Cl:20])=[CH:14][C:13]=2[CH3:24])=[O:8])[CH3:2]. The yield is 0.950.